From a dataset of Catalyst prediction with 721,799 reactions and 888 catalyst types from USPTO. Predict which catalyst facilitates the given reaction. (1) Reactant: [C:1]([O:5][C:6]([N:8]1[CH2:13][CH2:12][N:11]([CH2:14][CH2:15][OH:16])[CH2:10][CH2:9]1)=[O:7])([CH3:4])([CH3:3])[CH3:2].C(N(CC)CC)C.[CH3:24][S:25](Cl)(=[O:27])=[O:26]. Product: [CH3:24][S:25]([O:16][CH2:15][CH2:14][N:11]1[CH2:10][CH2:9][N:8]([C:6]([O:5][C:1]([CH3:4])([CH3:3])[CH3:2])=[O:7])[CH2:13][CH2:12]1)(=[O:27])=[O:26]. The catalyst class is: 1. (2) Reactant: [C:1](Cl)(=[O:5])[C:2]([CH3:4])=[CH2:3].[S:7]([CH2:11][CH2:12][OH:13])[CH2:8][CH2:9][OH:10].C(N(CC)CC)C.C(O)(=O)C. Product: [C:1]([O:10][CH2:9][CH2:8][S:7][CH2:11][CH2:12][OH:13])(=[O:5])[C:2]([CH3:4])=[CH2:3]. The catalyst class is: 4. (3) Reactant: [Cl:1][C:2]1[CH:3]=[CH:4][C:5]([N:10]2[C:14]3=[N:15][C:16]4[C:21]([Cl:22])=[CH:20][CH:19]=[C:18]([CH:23]([CH2:26][CH3:27])[CH2:24][CH3:25])[C:17]=4[N:13]3[CH2:12][CH2:11]2)=[C:6]([CH:9]=1)[C:7]#[N:8].[OH-:28].[K+]. Product: [Cl:1][C:2]1[CH:3]=[CH:4][C:5]([N:10]2[C:14]3=[N:15][C:16]4[C:21]([Cl:22])=[CH:20][CH:19]=[C:18]([CH:23]([CH2:26][CH3:27])[CH2:24][CH3:25])[C:17]=4[N:13]3[CH2:12][CH2:11]2)=[C:6]([CH:9]=1)[C:7]([NH2:8])=[O:28]. The catalyst class is: 371. (4) Reactant: [C:1]([O:4][C@@H:5]1[C@@H:10]([O:11][C:12](=[O:14])[CH3:13])[C@@H:9]([O:15][C:16](=[O:18])[CH3:17])[C@@H:8]([CH2:19][O:20][C:21](=[O:23])[CH3:22])[O:7][C@:6]21[C:31]1[C:26](=[CH:27][C:28]([Cl:40])=[C:29]([CH2:32][C:33]3[CH:38]=[CH:37][C:36]([OH:39])=[CH:35][CH:34]=3)[CH:30]=1)[CH2:25][O:24]2)(=[O:3])[CH3:2].N1C=CC=CC=1.[F:47][C:48]([F:61])([F:60])[S:49](O[S:49]([C:48]([F:61])([F:60])[F:47])(=[O:51])=[O:50])(=[O:51])=[O:50]. Product: [C:1]([O:4][C@@H:5]1[C@@H:10]([O:11][C:12](=[O:14])[CH3:13])[C@@H:9]([O:15][C:16](=[O:18])[CH3:17])[C@@H:8]([CH2:19][O:20][C:21](=[O:23])[CH3:22])[O:7][C@:6]21[C:31]1[C:26](=[CH:27][C:28]([Cl:40])=[C:29]([CH2:32][C:33]3[CH:34]=[CH:35][C:36]([O:39][S:49]([C:48]([F:61])([F:60])[F:47])(=[O:51])=[O:50])=[CH:37][CH:38]=3)[CH:30]=1)[CH2:25][O:24]2)(=[O:3])[CH3:2]. The catalyst class is: 4. (5) Reactant: [BH4-].[Na+].[C:3](O)(C(F)(F)F)=O.[C:10]([N:17]1[CH2:22][CH2:21][N:20]([C:23]2[CH:28]=[CH:27][CH:26]=[C:25]([Cl:29])[C:24]=2[C:30]#N)[CH2:19][CH2:18]1)([O:12][C:13]([CH3:16])([CH3:15])[CH3:14])=[O:11].C=O.[C:34]([BH3-])#[N:35].[Na+]. Product: [C:10]([N:17]1[CH2:22][CH2:21][N:20]([C:23]2[CH:28]=[CH:27][CH:26]=[C:25]([Cl:29])[C:24]=2[CH2:30][N:35]([CH3:34])[CH3:3])[CH2:19][CH2:18]1)([O:12][C:13]([CH3:16])([CH3:15])[CH3:14])=[O:11]. The catalyst class is: 577. (6) Reactant: [NH2:1][CH2:2][C:3]1[C:11]2[S:10](=[O:13])(=[O:12])[N:9]=[C:8]([C:14]3[C:15](=[O:34])[N:16]([CH2:26][C:27]4[CH:32]=[CH:31][C:30]([F:33])=[CH:29][CH:28]=4)[C@@H:17]4[C@H:22]([C:23]=3[OH:24])[C@@H:21]3[CH2:25][C@H:18]4[CH2:19][CH2:20]3)[NH:7][C:6]=2[S:5][CH:4]=1.C(N(CC)CC)C.[CH:42]1([S:45](Cl)(=[O:47])=[O:46])[CH2:44][CH2:43]1. Product: [F:33][C:30]1[CH:29]=[CH:28][C:27]([CH2:26][N:16]2[C:15](=[O:34])[C:14]([C:8]3[NH:7][C:6]4[S:5][CH:4]=[C:3]([CH2:2][NH:1][S:45]([CH:42]5[CH2:44][CH2:43]5)(=[O:47])=[O:46])[C:11]=4[S:10](=[O:12])(=[O:13])[N:9]=3)=[C:23]([OH:24])[C@H:22]3[C@@H:17]2[C@H:18]2[CH2:25][C@@H:21]3[CH2:20][CH2:19]2)=[CH:32][CH:31]=1. The catalyst class is: 4. (7) Product: [C:1]([C:4]1[CH:5]=[C:6]([CH:11]=[C:12]([C:14](=[O:24])[NH:15][C@@H:16]([C:18]2[CH:19]=[CH:20][CH:21]=[CH:22][CH:23]=2)[CH3:17])[CH:13]=1)[C:7]([OH:9])=[O:8])(=[O:3])[CH3:2]. The catalyst class is: 1. Reactant: [C:1]([C:4]1[CH:5]=[C:6]([CH:11]=[C:12]([C:14](=[O:24])[NH:15][C@@H:16]([C:18]2[CH:23]=[CH:22][CH:21]=[CH:20][CH:19]=2)[CH3:17])[CH:13]=1)[C:7]([O:9]C)=[O:8])(=[O:3])[CH3:2].CO.O.[Li+].[OH-]. (8) Reactant: C([O:3][C:4](=[O:25])[C:5]1[CH:10]=[CH:9][C:8]([N:11]2[C:19]3[C:14](=[CH:15][C:16]([F:21])=[C:17]([F:20])[CH:18]=3)[C:13]([C:22]#[N:23])=[CH:12]2)=[CH:7][C:6]=1[OH:24])C.O1CCCC1.[OH-].[Li+].Cl. Product: [C:22]([C:13]1[C:14]2[C:19](=[CH:18][C:17]([F:20])=[C:16]([F:21])[CH:15]=2)[N:11]([C:8]2[CH:9]=[CH:10][C:5]([C:4]([OH:25])=[O:3])=[C:6]([OH:24])[CH:7]=2)[CH:12]=1)#[N:23]. The catalyst class is: 97.